Dataset: NCI-60 drug combinations with 297,098 pairs across 59 cell lines. Task: Regression. Given two drug SMILES strings and cell line genomic features, predict the synergy score measuring deviation from expected non-interaction effect. (1) Drug 1: CC1=C2C(C(=O)C3(C(CC4C(C3C(C(C2(C)C)(CC1OC(=O)C(C(C5=CC=CC=C5)NC(=O)C6=CC=CC=C6)O)O)OC(=O)C7=CC=CC=C7)(CO4)OC(=O)C)O)C)OC(=O)C. Drug 2: CCN(CC)CCNC(=O)C1=C(NC(=C1C)C=C2C3=C(C=CC(=C3)F)NC2=O)C. Cell line: UO-31. Synergy scores: CSS=3.81, Synergy_ZIP=-2.04, Synergy_Bliss=-1.41, Synergy_Loewe=0.713, Synergy_HSA=0.771. (2) Cell line: KM12. Drug 2: CC1CCC2CC(C(=CC=CC=CC(CC(C(=O)C(C(C(=CC(C(=O)CC(OC(=O)C3CCCCN3C(=O)C(=O)C1(O2)O)C(C)CC4CCC(C(C4)OC)OCCO)C)C)O)OC)C)C)C)OC. Drug 1: CC1=C2C(C(=O)C3(C(CC4C(C3C(C(C2(C)C)(CC1OC(=O)C(C(C5=CC=CC=C5)NC(=O)C6=CC=CC=C6)O)O)OC(=O)C7=CC=CC=C7)(CO4)OC(=O)C)O)C)OC(=O)C. Synergy scores: CSS=23.5, Synergy_ZIP=-3.28, Synergy_Bliss=-7.81, Synergy_Loewe=-12.3, Synergy_HSA=-6.00. (3) Synergy scores: CSS=-4.11, Synergy_ZIP=-1.33, Synergy_Bliss=-2.11, Synergy_Loewe=-16.1, Synergy_HSA=-6.02. Drug 1: CN(C)C1=NC(=NC(=N1)N(C)C)N(C)C. Drug 2: CC1=C(N=C(N=C1N)C(CC(=O)N)NCC(C(=O)N)N)C(=O)NC(C(C2=CN=CN2)OC3C(C(C(C(O3)CO)O)O)OC4C(C(C(C(O4)CO)O)OC(=O)N)O)C(=O)NC(C)C(C(C)C(=O)NC(C(C)O)C(=O)NCCC5=NC(=CS5)C6=NC(=CS6)C(=O)NCCC[S+](C)C)O. Cell line: NCI-H522. (4) Drug 1: C1=CC(=CC=C1CCCC(=O)O)N(CCCl)CCCl. Drug 2: CN1C(=O)N2C=NC(=C2N=N1)C(=O)N. Cell line: MALME-3M. Synergy scores: CSS=4.50, Synergy_ZIP=-3.94, Synergy_Bliss=-0.989, Synergy_Loewe=-11.1, Synergy_HSA=-4.27. (5) Drug 1: CNC(=O)C1=NC=CC(=C1)OC2=CC=C(C=C2)NC(=O)NC3=CC(=C(C=C3)Cl)C(F)(F)F. Drug 2: C#CCC(CC1=CN=C2C(=N1)C(=NC(=N2)N)N)C3=CC=C(C=C3)C(=O)NC(CCC(=O)O)C(=O)O. Cell line: NCI-H460. Synergy scores: CSS=0.336, Synergy_ZIP=-1.26, Synergy_Bliss=-2.04, Synergy_Loewe=-2.73, Synergy_HSA=-2.73. (6) Drug 1: C1=NC2=C(N=C(N=C2N1C3C(C(C(O3)CO)O)O)F)N. Drug 2: CS(=O)(=O)OCCCCOS(=O)(=O)C. Cell line: M14. Synergy scores: CSS=8.94, Synergy_ZIP=-2.42, Synergy_Bliss=0.121, Synergy_Loewe=-5.13, Synergy_HSA=-0.517. (7) Drug 1: CC12CCC(CC1=CCC3C2CCC4(C3CC=C4C5=CN=CC=C5)C)O. Drug 2: C1CC(=O)NC(=O)C1N2CC3=C(C2=O)C=CC=C3N. Cell line: HOP-62. Synergy scores: CSS=8.32, Synergy_ZIP=-1.93, Synergy_Bliss=-0.803, Synergy_Loewe=-0.801, Synergy_HSA=-0.547. (8) Drug 1: CC1OCC2C(O1)C(C(C(O2)OC3C4COC(=O)C4C(C5=CC6=C(C=C35)OCO6)C7=CC(=C(C(=C7)OC)O)OC)O)O. Drug 2: CN(CCCl)CCCl.Cl. Cell line: SF-295. Synergy scores: CSS=48.4, Synergy_ZIP=-3.40, Synergy_Bliss=-2.19, Synergy_Loewe=-2.81, Synergy_HSA=-0.587. (9) Drug 1: C1=NC2=C(N=C(N=C2N1C3C(C(C(O3)CO)O)O)F)N. Drug 2: C1CC(C1)(C(=O)O)C(=O)O.[NH2-].[NH2-].[Pt+2]. Cell line: SN12C. Synergy scores: CSS=19.1, Synergy_ZIP=-5.45, Synergy_Bliss=0.625, Synergy_Loewe=1.88, Synergy_HSA=1.99.